Dataset: CYP3A4 inhibition data for predicting drug metabolism from PubChem BioAssay. Task: Regression/Classification. Given a drug SMILES string, predict its absorption, distribution, metabolism, or excretion properties. Task type varies by dataset: regression for continuous measurements (e.g., permeability, clearance, half-life) or binary classification for categorical outcomes (e.g., BBB penetration, CYP inhibition). Dataset: cyp3a4_veith. (1) The compound is Nc1c(S(=O)(=O)O)cc(S(=O)(=O)O)c2ccc(N=Nc3ccccc3)c(O)c12. The result is 0 (non-inhibitor). (2) The result is 0 (non-inhibitor). The molecule is Cc1ccc(C)n1CCN1CCN(CC(=O)Nc2ccc(S(N)(=O)=O)cc2)CC1. (3) The drug is CCC(C)N1C(=O)C2C(C(=O)Nc3cccc(OC)c3)C3C=CC2(O3)C1C(=O)NC1CCCCC1C. The result is 1 (inhibitor). (4) The molecule is CC(=O)OC[C@@H]1O[C@@H](O/N=C2/C[C@@H](O)[C@@H](O)[C@H]3[C@@H]2CC[C@H]2C(=O)N(c4ccc(F)cc4F)C(=O)[C@H]32)[C@H](OC(C)=O)[C@H](OC(C)=O)[C@@H]1OC(C)=O. The result is 0 (non-inhibitor). (5) The compound is COC(=O)N1CCC[C@@]2(CCN(C(=O)Nc3cccc(C#N)c3)C2)C1. The result is 0 (non-inhibitor). (6) The compound is O=C(c1ccccc1)c1c[nH]c(C(=O)NCc2cccnc2)c1. The result is 1 (inhibitor). (7) The compound is O[C@]1(c2ccccc2)c2ccccc2NC2=NCCN21. The result is 0 (non-inhibitor). (8) The molecule is Cn1c(CCC(=O)Nc2ccc(N3CCOCC3)cc2)nc(=O)c2ccccc21. The result is 0 (non-inhibitor).